From a dataset of Reaction yield outcomes from USPTO patents with 853,638 reactions. Predict the reaction yield, written as a fraction of the theoretical maximum amount of product (1.0 means a 100% yield; for example, 0.34 means a 34% yield). (1) The reactants are [F:1][C:2]1[C:3]([NH:22][C:23]2[CH:28]=[CH:27][C:26]([I:29])=[CH:25][C:24]=2[F:30])=[C:4]([C:9]([N:11]2[CH2:14][C:13]([OH:21])([C:15]([NH:17]CC=C)=[O:16])[CH2:12]2)=[O:10])[CH:5]=[CH:6][C:7]=1[F:8].C[N+]1([O-])CC[O:35]CC1.[CH3:39][C:40]([CH3:42])=[O:41].O. The catalyst is [Os](=O)(=O)(=O)=O. The product is [F:1][C:2]1[C:3]([NH:22][C:23]2[CH:28]=[CH:27][C:26]([I:29])=[CH:25][C:24]=2[F:30])=[C:4]([C:9]([N:11]2[CH2:14][C:13]([OH:21])([C:15]([NH:17][CH2:39][CH:40]([OH:41])[CH2:42][OH:35])=[O:16])[CH2:12]2)=[O:10])[CH:5]=[CH:6][C:7]=1[F:8]. The yield is 0.720. (2) The reactants are Cl[C:2]([O:4][CH3:5])=[O:3].[Cl:6][C:7]1[CH:12]=[CH:11][C:10]([NH:13][C:14]([C:16]2[CH:17]=[C:18]([C:23]3[CH:28]=[CH:27][C:26]([F:29])=[CH:25][C:24]=3[F:30])[CH:19]=[CH:20]C=2O)=[O:15])=[C:9]([F:31])[CH:8]=1.Cl. The catalyst is O1CCCC1.N1C=CC=CC=1. The product is [Cl:6][C:7]1[CH:12]=[CH:11][C:10]([N:13]2[C:14](=[O:15])[C:16]3[CH:17]=[C:18]([C:23]4[CH:28]=[CH:27][C:26]([F:29])=[CH:25][C:24]=4[F:30])[CH:19]=[CH:20][C:5]=3[O:4][C:2]2=[O:3])=[C:9]([F:31])[CH:8]=1. The yield is 0.110. (3) The reactants are [H-].[Na+].[CH2:3]([O:10][C:11]1[CH:20]=[C:19]2[C:14]([C:15](=[O:21])[NH:16][CH:17]=[N:18]2)=[CH:13][C:12]=1[O:22][CH3:23])[C:4]1[CH:9]=[CH:8][CH:7]=[CH:6][CH:5]=1.[C:24]([O:30][CH2:31]Cl)(=[O:29])[C:25]([CH3:28])([CH3:27])[CH3:26].Cl. The catalyst is CN(C=O)C.C(OCC)(=O)C. The product is [CH2:3]([O:10][C:11]1[CH:20]=[C:19]2[C:14]([C:15](=[O:21])[N:16]([CH2:31][O:30][C:24](=[O:29])[C:25]([CH3:28])([CH3:27])[CH3:26])[CH:17]=[N:18]2)=[CH:13][C:12]=1[O:22][CH3:23])[C:4]1[CH:5]=[CH:6][CH:7]=[CH:8][CH:9]=1. The yield is 0.840. (4) The reactants are [Br:1][C:2]1[CH:11]=[C:10](SC)[C:9]([O:14][CH3:15])=[CH:8][C:3]=1[C:4]([O:6][CH3:7])=[O:5].[OH-].[Na+].[C:18]([O-])(O)=O.[Na+].O[O:24][S:25]([O-:27])=O.[K+]. The catalyst is CC(C)=O.O.CCOC(C)=O.O. The product is [Br:1][C:2]1[CH:11]=[C:10]([S:25]([CH3:18])(=[O:27])=[O:24])[C:9]([O:14][CH3:15])=[CH:8][C:3]=1[C:4]([O:6][CH3:7])=[O:5]. The yield is 0.900. (5) The reactants are [NH2:1][C:2]1[CH:3]=[CH:4][C:5]2[C:11]([CH3:13])([CH3:12])[CH2:10][CH2:9][C:8](=[O:14])[NH:7][C:6]=2[CH:15]=1.Cl[C:17]1[N:22]=[C:21]([NH:23][C:24]2[C:34]([F:35])=[CH:33][CH:32]=[CH:31][C:25]=2[C:26]([NH:28][CH2:29][CH3:30])=[O:27])[C:20]([Cl:36])=[CH:19][N:18]=1. No catalyst specified. The product is [Cl:36][C:20]1[C:21]([NH:23][C:24]2[C:34]([F:35])=[CH:33][CH:32]=[CH:31][C:25]=2[C:26]([NH:28][CH2:29][CH3:30])=[O:27])=[N:22][C:17]([NH:1][C:2]2[CH:3]=[CH:4][C:5]3[C:11]([CH3:12])([CH3:13])[CH2:10][CH2:9][C:8](=[O:14])[NH:7][C:6]=3[CH:15]=2)=[N:18][CH:19]=1. The yield is 0.120. (6) The reactants are [C:1]([C:4]1[CH:5]=[C:6]([C:21]([NH:23][CH2:24][CH2:25][N:26]([CH3:28])[CH3:27])=[O:22])[CH:7]=[C:8]2[C:13]=1[O:12][C:11]([N:14]1[CH2:19][CH2:18][O:17][CH2:16][CH2:15]1)=[CH:10][C:9]2=[O:20])(=O)[CH3:2].[F:29][C:30]1[CH:36]=[CH:35][C:33]([NH2:34])=[CH:32][CH:31]=1.C(N(CC)CC)C.C(=O)([O-])[O-].[Na+].[Na+].C(O)(=O)C.[B-]C#N.[Na+]. The catalyst is C(Cl)Cl.CO.[Ti](Cl)(Cl)(Cl)Cl. The product is [CH3:28][N:26]([CH3:27])[CH2:25][CH2:24][NH:23][C:21]([C:6]1[CH:7]=[C:8]2[C:13](=[C:4]([CH:1]([NH:34][C:33]3[CH:35]=[CH:36][C:30]([F:29])=[CH:31][CH:32]=3)[CH3:2])[CH:5]=1)[O:12][C:11]([N:14]1[CH2:15][CH2:16][O:17][CH2:18][CH2:19]1)=[CH:10][C:9]2=[O:20])=[O:22]. The yield is 0.586. (7) The reactants are [N:1]1([C:6]([O:8][CH2:9][C:10]2[CH:15]=[CH:14][CH:13]=[CH:12][CH:11]=2)=[O:7])[CH2:5][CH:4]=[CH:3][CH2:2]1.C1C=C(Cl)C=C(C(OO)=[O:24])C=1. The catalyst is C(Cl)Cl. The product is [CH:3]12[O:24][CH:4]1[CH2:5][N:1]([C:6]([O:8][CH2:9][C:10]1[CH:15]=[CH:14][CH:13]=[CH:12][CH:11]=1)=[O:7])[CH2:2]2. The yield is 0.830.